Dataset: Peptide-MHC class I binding affinity with 185,985 pairs from IEDB/IMGT. Task: Regression. Given a peptide amino acid sequence and an MHC pseudo amino acid sequence, predict their binding affinity value. This is MHC class I binding data. (1) The peptide sequence is IRNPPMVVF. The MHC is HLA-A02:01 with pseudo-sequence HLA-A02:01. The binding affinity (normalized) is 0.0847. (2) The peptide sequence is ATSIFKLTY. The MHC is HLA-A01:01 with pseudo-sequence HLA-A01:01. The binding affinity (normalized) is 0.354.